Dataset: TCR-epitope binding with 47,182 pairs between 192 epitopes and 23,139 TCRs. Task: Binary Classification. Given a T-cell receptor sequence (or CDR3 region) and an epitope sequence, predict whether binding occurs between them. (1) The epitope is ITEEVGHTDLMAAY. The TCR CDR3 sequence is CSARTGVEQYF. Result: 0 (the TCR does not bind to the epitope). (2) The epitope is IIKDYGKQM. The TCR CDR3 sequence is CASSARGVLPYNEQFF. Result: 0 (the TCR does not bind to the epitope). (3) The epitope is LPAADLDDF. The TCR CDR3 sequence is CASSVSGMNTEAFF. Result: 1 (the TCR binds to the epitope).